From a dataset of Forward reaction prediction with 1.9M reactions from USPTO patents (1976-2016). Predict the product of the given reaction. The product is: [Cl:22][C:14]1[CH:13]=[C:12]([C:8]2([C:5]3[CH:6]=[CH:7][C:2]([Cl:1])=[CH:3][CH:4]=3)[CH2:11][CH2:10][CH2:9]2)[N:17]=[C:16]([CH3:18])[N:15]=1. Given the reactants [Cl:1][C:2]1[CH:7]=[CH:6][C:5]([C:8]2([C:12]3[N:17]=[C:16]([CH3:18])[N:15]=[C:14](O)[CH:13]=3)[CH2:11][CH2:10][CH2:9]2)=[CH:4][CH:3]=1.P(Cl)(Cl)([Cl:22])=O.[OH-].[Na+], predict the reaction product.